From a dataset of Reaction yield outcomes from USPTO patents with 853,638 reactions. Predict the reaction yield, written as a fraction of the theoretical maximum amount of product (1.0 means a 100% yield; for example, 0.34 means a 34% yield). (1) The reactants are [NH2:1][C:2]1[CH:3]=[N:4][C:5]([NH:8][C:9]2[CH:14]=[CH:13][C:12]([S:15]([NH:18][CH2:19][CH2:20][N:21]3[CH2:25][CH2:24][CH2:23][CH2:22]3)(=[O:17])=[O:16])=[CH:11][CH:10]=2)=[N:6][CH:7]=1.[Cl:26][C:27]1[CH:35]=[CH:34][CH:33]=[C:32]([Cl:36])[C:28]=1[C:29](Cl)=[O:30]. The catalyst is C1COCC1. The product is [Cl:26][C:27]1[CH:35]=[CH:34][CH:33]=[C:32]([Cl:36])[C:28]=1[C:29]([NH:1][C:2]1[CH:7]=[N:6][C:5]([NH:8][C:9]2[CH:14]=[CH:13][C:12]([S:15](=[O:17])(=[O:16])[NH:18][CH2:19][CH2:20][N:21]3[CH2:25][CH2:24][CH2:23][CH2:22]3)=[CH:11][CH:10]=2)=[N:4][CH:3]=1)=[O:30]. The yield is 0.200. (2) The reactants are CN(C(ON1N=NC2C=CC=NC1=2)=[N+](C)C)C.F[P-](F)(F)(F)(F)F.Cl.Cl.Cl.[Cl:28][C:29]1[N:34]=[CH:33][C:32]([C:35]2[NH:39][C:38]([C@@H:40]3[CH2:44][CH2:43][CH2:42][NH:41]3)=[N:37][CH:36]=2)=[CH:31][N:30]=1.[N:45]1[CH:50]=[CH:49][CH:48]=[C:47]([CH2:51][C:52](O)=[O:53])[CH:46]=1.CCN(C(C)C)C(C)C. The catalyst is CN(C=O)C. The product is [Cl:28][C:29]1[N:34]=[CH:33][C:32]([C:35]2[NH:39][C:38]([C@@H:40]3[CH2:44][CH2:43][CH2:42][N:41]3[C:52](=[O:53])[CH2:51][C:47]3[CH:46]=[N:45][CH:50]=[CH:49][CH:48]=3)=[N:37][CH:36]=2)=[CH:31][N:30]=1. The yield is 0.250. (3) The reactants are [NH2:1][C:2]1[CH:3]=[N:4][CH:5]=[CH:6][C:7]=1[N:8]1[CH2:13][C@H:12]([CH3:14])[CH2:11][C@H:10]([NH:15][C:16](=[O:22])[O:17][C:18]([CH3:21])([CH3:20])[CH3:19])[CH2:9]1.[C:23]([O:27][C:28]([NH:30][C:31]1[O:39][C:38]2[C:33](=[N:34][CH:35]=[C:36]([CH:40]=[CH2:41])[CH:37]=2)[C:32]=1[C:42](O)=[O:43])=[O:29])([CH3:26])([CH3:25])[CH3:24].CCN(C(C)C)C(C)C.CN(C(ON1N=NC2C=CC=NC1=2)=[N+](C)C)C.F[P-](F)(F)(F)(F)F. The catalyst is ClCCCl. The product is [C:18]([O:17][C:16]([NH:15][C@H:10]1[CH2:11][C@@H:12]([CH3:14])[CH2:13][N:8]([C:7]2[CH:6]=[CH:5][N:4]=[CH:3][C:2]=2[NH:1][C:42]([C:32]2[C:33]3=[N:34][CH:35]=[C:36]([CH:40]=[CH2:41])[CH:37]=[C:38]3[O:39][C:31]=2[NH:30][C:28](=[O:29])[O:27][C:23]([CH3:26])([CH3:25])[CH3:24])=[O:43])[CH2:9]1)=[O:22])([CH3:21])([CH3:20])[CH3:19]. The yield is 0.290. (4) The reactants are [Cl:1][C:2]1[CH:7]=[C:6]([N+:8]([O-])=O)[CH:5]=[CH:4][C:3]=1[S:11]([C:14]1[CH:19]=[CH:18][CH:17]=[CH:16][CH:15]=1)(=[O:13])=[O:12].[Cl-].[NH4+].CO. The catalyst is [Fe].O. The product is [Cl:1][C:2]1[CH:7]=[C:6]([CH:5]=[CH:4][C:3]=1[S:11]([C:14]1[CH:19]=[CH:18][CH:17]=[CH:16][CH:15]=1)(=[O:12])=[O:13])[NH2:8]. The yield is 0.990. (5) The reactants are [N:1]1([CH2:6][CH2:7][CH2:8][CH2:9][C:10]2[CH:15]=[CH:14][C:13]([OH:16])=[CH:12][CH:11]=2)[CH:5]=[CH:4][N:3]=[N:2]1.[H-].[Na+].Cl[CH2:20][C:21]1[CH:22]=[N:23][CH:24]=[C:25]([C:27]2[CH:32]=[CH:31][C:30]([C:33]([F:36])([F:35])[F:34])=[CH:29][CH:28]=2)[CH:26]=1.O. The catalyst is CN(C)C=O. The product is [N:1]1([CH2:6][CH2:7][CH2:8][CH2:9][C:10]2[CH:11]=[CH:12][C:13]([O:16][CH2:20][C:21]3[CH:22]=[N:23][CH:24]=[C:25]([C:27]4[CH:28]=[CH:29][C:30]([C:33]([F:36])([F:34])[F:35])=[CH:31][CH:32]=4)[CH:26]=3)=[CH:14][CH:15]=2)[CH:5]=[CH:4][N:3]=[N:2]1. The yield is 0.460. (6) The reactants are [C:1]1([S:7]([NH2:10])(=[O:9])=[O:8])[CH:6]=[CH:5][CH:4]=[CH:3][CH:2]=1.[OH-].[Na+].[CH3:13][C:14]1[O:18][C:17]([CH2:19][CH2:20]O)=[CH:16][CH:15]=1.CC1C=CC(S([O-])(=O)=O)=CC=1. The catalyst is CC(C)=O. The product is [CH3:13][C:14]1[O:18][C:17]([CH2:19][CH2:20][NH:10][S:7]([C:1]2[CH:6]=[CH:5][CH:4]=[CH:3][CH:2]=2)(=[O:9])=[O:8])=[CH:16][CH:15]=1. The yield is 0.230. (7) The reactants are [CH:1]12[O:7][CH:4]([CH:5]=[CH:6]1)[CH2:3][CH:2]2[C:8]#[N:9]. The catalyst is CCOC(C)=O.[Pd]. The product is [CH:1]12[O:7][CH:4]([CH2:5][CH2:6]1)[CH2:3][CH:2]2[C:8]#[N:9]. The yield is 1.00.